From a dataset of Forward reaction prediction with 1.9M reactions from USPTO patents (1976-2016). Predict the product of the given reaction. (1) The product is: [CH:1]([C:4]1[N:9]=[C:8]([CH2:10][N:11]2[C:19]3[CH:18]=[CH:17][CH:16]=[C:15]([NH2:20])[C:14]=3[C:13]([CH3:23])=[N:12]2)[CH:7]=[CH:6][CH:5]=1)([CH3:3])[CH3:2]. Given the reactants [CH:1]([C:4]1[N:9]=[C:8]([CH2:10][N:11]2[C:19]3[C:14](=[C:15]([N+:20]([O-])=O)[CH:16]=[CH:17][CH:18]=3)[C:13]([CH3:23])=[N:12]2)[CH:7]=[CH:6][CH:5]=1)([CH3:3])[CH3:2].C(O)C.[Cl-].[NH4+], predict the reaction product. (2) Given the reactants [CH:1]([C:3]1[NH:7][C:6]([CH3:8])=[C:5]([S:9](Cl)(=[O:11])=[O:10])[C:4]=1[CH3:13])=[O:2].[NH:14]1[CH2:19][CH2:18][CH:17]([N:20]2[CH2:25][CH2:24][O:23][CH2:22][CH2:21]2)[CH2:16][CH2:15]1, predict the reaction product. The product is: [CH3:13][C:4]1[C:5]([S:9]([N:14]2[CH2:19][CH2:18][CH:17]([N:20]3[CH2:25][CH2:24][O:23][CH2:22][CH2:21]3)[CH2:16][CH2:15]2)(=[O:11])=[O:10])=[C:6]([CH3:8])[NH:7][C:3]=1[CH:1]=[O:2]. (3) Given the reactants [NH2:1][C:2]1[CH:11]=[CH:10][C:5]([C:6]([O:8][CH3:9])=[O:7])=[CH:4][C:3]=1[CH3:12].Cl.C(N=C=NCCCN(C)C)C.[C:25](=O)([O-])[OH:26].[Na+].[OH-].[Na+], predict the reaction product. The product is: [CH:25]([NH:1][C:2]1[CH:11]=[CH:10][C:5]([C:6]([O:8][CH3:9])=[O:7])=[CH:4][C:3]=1[CH3:12])=[O:26]. (4) Given the reactants [F:1][C:2]1[CH:7]=[CH:6][C:5]([S:8][C:9]2[S:10][CH:11]=[CH:12][CH:13]=2)=[CH:4][CH:3]=1.OO.[OH2:16].C(O)(=[O:19])C, predict the reaction product. The product is: [F:1][C:2]1[CH:3]=[CH:4][C:5]([S:8]([C:9]2[S:10][CH:11]=[CH:12][CH:13]=2)(=[O:19])=[O:16])=[CH:6][CH:7]=1. (5) Given the reactants [OH:1][C:2]12[C:13]3[C:8](=[C:9]([N+:14]([O-])=O)[CH:10]=[CH:11][CH:12]=3)[C:7](=[O:17])[C:6]1([NH:18][C:19](=[O:26])[C:20](=[O:25])[CH2:21][CH:22]([CH3:24])[CH3:23])[C:5]1[CH:27]=[CH:28][C:29]([CH:31]([CH3:33])[CH3:32])=[CH:30][C:4]=1[O:3]2, predict the reaction product. The product is: [NH2:14][C:9]1[CH:10]=[CH:11][CH:12]=[C:13]2[C:8]=1[C:7](=[O:17])[C:6]1([NH:18][C:19](=[O:26])[C:20](=[O:25])[CH2:21][CH:22]([CH3:23])[CH3:24])[C:5]3[CH:27]=[CH:28][C:29]([CH:31]([CH3:33])[CH3:32])=[CH:30][C:4]=3[O:3][C:2]12[OH:1].